From a dataset of Full USPTO retrosynthesis dataset with 1.9M reactions from patents (1976-2016). Predict the reactants needed to synthesize the given product. (1) Given the product [Br:1][C:2]1[CH:3]=[CH:4][C:5]([CH3:10])=[C:6]([CH:9]=1)[CH2:7][Br:12], predict the reactants needed to synthesize it. The reactants are: [Br:1][C:2]1[CH:3]=[CH:4][C:5]([CH3:10])=[C:6]([CH:9]=1)[CH2:7]O.P(Br)(Br)[Br:12]. (2) Given the product [Cl:28][C:19]1[CH:20]=[C:21]([S:24]([CH3:27])(=[O:26])=[O:25])[CH:22]=[CH:23][C:18]=1[S:17][C:8]1[C:7]([CH3:29])=[C:6]([CH2:5][C:4]([OH:30])=[O:3])[N:14]2[C:9]=1[CH:10]=[C:11]([C:15]#[N:16])[CH:12]=[CH:13]2, predict the reactants needed to synthesize it. The reactants are: C([O:3][C:4](=[O:30])[CH2:5][C:6]1[N:14]2[C:9]([CH:10]=[C:11]([C:15]#[N:16])[CH:12]=[CH:13]2)=[C:8]([S:17][C:18]2[CH:23]=[CH:22][C:21]([S:24]([CH3:27])(=[O:26])=[O:25])=[CH:20][C:19]=2[Cl:28])[C:7]=1[CH3:29])C.C(O)C.O.[OH-].[Li+]. (3) Given the product [CH3:18][C:17]1[N:8]([C:5]2[CH:6]=[CH:7][C:2]([O:1][CH2:22][CH2:23][CH2:24][N:25]3[CH2:30][CH2:29][CH2:28][CH2:27][CH2:26]3)=[CH:3][CH:4]=2)[C:9](=[O:19])[C:10]2[C:15]([CH:16]=1)=[CH:14][CH:13]=[CH:12][CH:11]=2, predict the reactants needed to synthesize it. The reactants are: [OH:1][C:2]1[CH:7]=[CH:6][C:5]([N:8]2[C:17]([CH3:18])=[CH:16][C:15]3[C:10](=[CH:11][CH:12]=[CH:13][CH:14]=3)[C:9]2=[O:19])=[CH:4][CH:3]=1.Br.Br[CH2:22][CH2:23][CH2:24][N:25]1[CH2:30][CH2:29][CH2:28][CH2:27][CH2:26]1.C(=O)([O-])[O-].[K+].[K+]. (4) Given the product [CH:18]1([C:7]2[N:6]=[C:5]([C:3]([OH:4])=[O:2])[C:10]([NH:11][C:12]3[CH:13]=[N:14][CH:15]=[N:16][CH:17]=3)=[N:9][CH:8]=2)[CH2:19][CH2:20]1, predict the reactants needed to synthesize it. The reactants are: C[O:2][C:3]([C:5]1[C:10]([NH:11][C:12]2[CH:13]=[N:14][CH:15]=[N:16][CH:17]=2)=[N:9][CH:8]=[C:7]([CH:18]2[CH2:20][CH2:19]2)[N:6]=1)=[O:4].[Li+].[OH-]. (5) Given the product [CH2:1]([O:8][N:9]1[C:14](=[O:15])[CH:13]=[C:12]([O:16][S:24]([C:23]([F:36])([F:35])[F:22])(=[O:26])=[O:25])[C:11]([C:17]([O:19][CH2:20][CH3:21])=[O:18])=[CH:10]1)[C:2]1[CH:7]=[CH:6][CH:5]=[CH:4][CH:3]=1, predict the reactants needed to synthesize it. The reactants are: [CH2:1]([O:8][N:9]1[C:14](=[O:15])[CH:13]=[C:12]([OH:16])[C:11]([C:17]([O:19][CH2:20][CH3:21])=[O:18])=[CH:10]1)[C:2]1[CH:7]=[CH:6][CH:5]=[CH:4][CH:3]=1.[F:22][C:23]([F:36])([F:35])[S:24](O[S:24]([C:23]([F:36])([F:35])[F:22])(=[O:26])=[O:25])(=[O:26])=[O:25].C(N(CC)CC)C.C(=O)([O-])O.[Na+].